From a dataset of Catalyst prediction with 721,799 reactions and 888 catalyst types from USPTO. Predict which catalyst facilitates the given reaction. (1) Product: [F:17][CH:18]([CH:24]([O:27][C:28](=[O:32])[C:29]([CH3:31])=[CH2:30])[CH2:25][CH3:26])[C:19]([O:21][CH2:22][CH3:23])=[O:20]. The catalyst class is: 476. Reactant: C(N(CC)CC)C.CN(C1C=CC=CN=1)C.[F:17][CH:18]([CH:24]([OH:27])[CH2:25][CH3:26])[C:19]([O:21][CH2:22][CH3:23])=[O:20].[C:28](Cl)(=[O:32])[C:29]([CH3:31])=[CH2:30].C(=O)(O)[O-].[Na+]. (2) Reactant: [C:1]([C:4]1[CH:5]=[N:6][CH:7]=[CH:8][CH:9]=1)(=[O:3])[CH3:2].[NH:10]([CH2:14]CO)[CH2:11][CH2:12][OH:13].C=[O:18]. Product: [CH:8]1[CH:7]=[N:6][CH:5]=[C:4]([C:1]([CH2:2][CH2:14][NH:10][CH2:11][CH:12]([OH:18])[OH:13])=[O:3])[CH:9]=1. The catalyst class is: 12. (3) Reactant: C(OC(=O)[O:7][CH2:8][C@@H:9]1[C@H:13]([CH2:14][N:15]([C:19]([O:21][C:22]([CH3:25])([CH3:24])[CH3:23])=[O:20])[CH:16]([CH3:18])[CH3:17])[CH2:12][N:11]([CH2:26][C:27]2[CH:32]=[CH:31][CH:30]=[CH:29][CH:28]=2)[CH2:10]1)(C)(C)C.CC[O-].[Na+]. Product: [C:22]([O:21][C:19](=[O:20])[N:15]([CH2:14][C@H:13]1[C@@H:9]([CH2:8][OH:7])[CH2:10][N:11]([CH2:26][C:27]2[CH:32]=[CH:31][CH:30]=[CH:29][CH:28]=2)[CH2:12]1)[CH:16]([CH3:17])[CH3:18])([CH3:24])([CH3:25])[CH3:23]. The catalyst class is: 14. (4) Reactant: [F:1][C:2]1[CH:7]=[CH:6][C:5]([C:8]2([CH2:21][OH:22])[CH2:13][CH2:12][N:11]([C:14]([O:16][C:17]([CH3:20])([CH3:19])[CH3:18])=[O:15])[CH2:10][CH2:9]2)=[CH:4][CH:3]=1.Br[CH:24]([C:26]1[C:34]2[C:30](=[CH:31][N:32]([CH2:35][O:36][CH2:37][CH2:38][Si:39]([CH3:42])([CH3:41])[CH3:40])[N:33]=2)[CH:29]=[C:28]([O:43][CH3:44])[CH:27]=1)[CH3:25].[H-].[Na+]. Product: [F:1][C:2]1[CH:3]=[CH:4][C:5]([C:8]2([CH2:21][O:22][CH:24]([C:26]3[C:34]4[C:30](=[CH:31][N:32]([CH2:35][O:36][CH2:37][CH2:38][Si:39]([CH3:40])([CH3:42])[CH3:41])[N:33]=4)[CH:29]=[C:28]([O:43][CH3:44])[CH:27]=3)[CH3:25])[CH2:9][CH2:10][N:11]([C:14]([O:16][C:17]([CH3:18])([CH3:19])[CH3:20])=[O:15])[CH2:12][CH2:13]2)=[CH:6][CH:7]=1. The catalyst class is: 9.